This data is from Reaction yield outcomes from USPTO patents with 853,638 reactions. The task is: Predict the reaction yield, written as a fraction of the theoretical maximum amount of product (1.0 means a 100% yield; for example, 0.34 means a 34% yield). The reactants are [CH:1]([C:3]1[C:4]([F:25])=[CH:5][C:6]([N+:22]([O-])=O)=[C:7]([NH:9][CH:10]2[CH2:15][CH2:14][N:13]([CH:16]3[CH2:21][CH2:20][O:19][CH2:18][CH2:17]3)[CH2:12][CH2:11]2)[CH:8]=1)=[CH2:2].C([O-])=O.[NH4+]. The catalyst is CO.[Pd]. The product is [NH2:22][C:6]1[CH:5]=[C:4]([F:25])[C:3]([CH2:1][CH3:2])=[CH:8][C:7]=1[NH:9][CH:10]1[CH2:11][CH2:12][N:13]([CH:16]2[CH2:17][CH2:18][O:19][CH2:20][CH2:21]2)[CH2:14][CH2:15]1. The yield is 0.830.